Dataset: Catalyst prediction with 721,799 reactions and 888 catalyst types from USPTO. Task: Predict which catalyst facilitates the given reaction. Reactant: [NH2:1][C:2]1[N:6]([C:7]2[N:12]=[C:11]([N:13]3[CH2:18][CH2:17][O:16][CH2:15][CH2:14]3)[N:10]=[C:9]([N:19]3[CH2:24][CH2:23][O:22][CH2:21][CH2:20]3)[N:8]=2)[C:5]2[CH:25]=[CH:26][CH:27]=[CH:28][C:4]=2[N:3]=1.[C:29](O)(=[O:31])[CH3:30].C1CCC(N=C=NC2CCCCC2)CC1.C(Cl)(Cl)Cl. Product: [C:29]([NH:1][C:2]1[N:6]([C:7]2[N:8]=[C:9]([N:19]3[CH2:20][CH2:21][O:22][CH2:23][CH2:24]3)[N:10]=[C:11]([N:13]3[CH2:14][CH2:15][O:16][CH2:17][CH2:18]3)[N:12]=2)[C:5]2[CH:25]=[CH:26][CH:27]=[CH:28][C:4]=2[N:3]=1)(=[O:31])[CH3:30]. The catalyst class is: 6.